Dataset: Full USPTO retrosynthesis dataset with 1.9M reactions from patents (1976-2016). Task: Predict the reactants needed to synthesize the given product. Given the product [CH3:33][O:32][C:27]1[CH:28]=[CH:29][CH:30]=[CH:31][C:26]=1[CH:4]1[C:3](=[O:2])[N:19]([C:20]2[CH:25]=[CH:24][CH:23]=[CH:22][CH:21]=2)[C:7]2[N:8]=[C:9]([NH:12][C:13]3[CH:18]=[CH:17][CH:16]=[CH:15][CH:14]=3)[N:10]=[CH:11][C:6]=2[CH2:5]1, predict the reactants needed to synthesize it. The reactants are: C[O:2][C:3](=O)[CH:4]([C:26]1[CH:31]=[CH:30][CH:29]=[CH:28][C:27]=1[O:32][CH3:33])[CH2:5][C:6]1[C:7]([NH:19][C:20]2[CH:25]=[CH:24][CH:23]=[CH:22][CH:21]=2)=[N:8][C:9]([NH:12][C:13]2[CH:18]=[CH:17][CH:16]=[CH:15][CH:14]=2)=[N:10][CH:11]=1.S(=O)(=O)(O)O.